Dataset: Peptide-MHC class II binding affinity with 134,281 pairs from IEDB. Task: Regression. Given a peptide amino acid sequence and an MHC pseudo amino acid sequence, predict their binding affinity value. This is MHC class II binding data. The binding affinity (normalized) is 0.352. The MHC is DRB1_0301 with pseudo-sequence DRB1_0301. The peptide sequence is HITDDNEEPI.